From a dataset of Reaction yield outcomes from USPTO patents with 853,638 reactions. Predict the reaction yield, written as a fraction of the theoretical maximum amount of product (1.0 means a 100% yield; for example, 0.34 means a 34% yield). (1) No catalyst specified. The product is [Br:1][C:2]1[CH:3]=[C:4]([CH:12]=[CH:13][C:14]([O:16][CH2:17][CH3:18])=[O:15])[CH:5]=[CH:6][C:7]=1[OH:8]. The reactants are [Br:1][C:2]1[CH:3]=[C:4]([CH:12]=[CH:13][C:14]([O:16][CH2:17][CH3:18])=[O:15])[CH:5]=[CH:6][C:7]=1[O:8]COC.S(=O)(=O)(O)O. The yield is 0.490. (2) The reactants are C([O:8][C:9]1[CH:14]=[CH:13][C:12]([N:15]2[CH:19]=[C:18]([C:20]([F:23])([F:22])[F:21])[CH:17]=[N:16]2)=[CH:11][C:10]=1[CH3:24])C1C=CC=CC=1.C(O)C.[H][H]. The catalyst is [OH-].[OH-].[Pd+2].C1COCC1. The product is [CH3:24][C:10]1[CH:11]=[C:12]([N:15]2[CH:19]=[C:18]([C:20]([F:23])([F:22])[F:21])[CH:17]=[N:16]2)[CH:13]=[CH:14][C:9]=1[OH:8]. The yield is 0.860.